Dataset: Catalyst prediction with 721,799 reactions and 888 catalyst types from USPTO. Task: Predict which catalyst facilitates the given reaction. (1) The catalyst class is: 1. Product: [CH2:41]([O:40][C:38](=[O:39])[NH:1][CH2:2][C@@H:3]1[CH2:8][CH2:7][CH2:6][N:5]([C:9]2[C:18]3[C:13](=[CH:14][C:15]([CH3:19])=[CH:16][CH:17]=3)[N:12]=[C:11]([C:20]3[C:21]([OH:27])=[CH:22][CH:23]=[CH:24][C:25]=3[F:26])[N:10]=2)[CH2:4]1)[CH3:42]. Reactant: [NH2:1][CH2:2][C@@H:3]1[CH2:8][CH2:7][CH2:6][N:5]([C:9]2[C:18]3[C:13](=[CH:14][C:15]([CH3:19])=[CH:16][CH:17]=3)[N:12]=[C:11]([C:20]3[C:25]([F:26])=[CH:24][CH:23]=[CH:22][C:21]=3[OH:27])[N:10]=2)[CH2:4]1.C(N(C(C)C)CC)(C)C.Cl[C:38]([O:40][CH2:41][CH3:42])=[O:39]. (2) Reactant: [CH2:1]([O:8][CH2:9][C@H:10]([NH:12]C(OC(C)(C)C)=O)[CH3:11])[C:2]1[CH:7]=[CH:6][CH:5]=[CH:4][CH:3]=1.FC(F)(F)C(O)=O. Product: [CH2:1]([O:8][CH2:9][C@H:10]([NH2:12])[CH3:11])[C:2]1[CH:7]=[CH:6][CH:5]=[CH:4][CH:3]=1. The catalyst class is: 2. (3) Reactant: [CH2:1]([S:8][C:9]1[CH:18]=[C:17]2[C:12]([C:13](=O)[C:14]([Br:19])=[CH:15][NH:16]2)=[CH:11][CH:10]=1)[C:2]1[CH:7]=[CH:6][CH:5]=[CH:4][CH:3]=1.C(#N)C.CCN(C(C)C)C(C)C.P(Br)(Br)([Br:35])=O. Product: [CH2:1]([S:8][C:9]1[CH:18]=[C:17]2[C:12]([C:13]([Br:35])=[C:14]([Br:19])[CH:15]=[N:16]2)=[CH:11][CH:10]=1)[C:2]1[CH:7]=[CH:6][CH:5]=[CH:4][CH:3]=1. The catalyst class is: 13.